From a dataset of Forward reaction prediction with 1.9M reactions from USPTO patents (1976-2016). Predict the product of the given reaction. (1) Given the reactants [C:1]([C:3]1[C:4]2[C:11]([CH3:12])=[CH:10][CH:9]=[CH:8][C:5]=2[S:6][CH:7]=1)#[N:2].[H-].[Al+3].[Li+].[H-].[H-].[H-].Cl.[OH-].[Na+], predict the reaction product. The product is: [NH2:2][CH2:1][C:3]1[C:4]2[C:11]([CH3:12])=[CH:10][CH:9]=[CH:8][C:5]=2[S:6][CH:7]=1. (2) Given the reactants Br[C:2]1[CH:10]=[CH:9][C:5]([C:6]([OH:8])=[O:7])=[CH:4][C:3]=1[CH3:11].[CH3:12][C:13]1([CH3:29])[C:17]([CH3:19])([CH3:18])[O:16][B:15]([B:15]2[O:16][C:17]([CH3:19])([CH3:18])[C:13]([CH3:29])([CH3:12])[O:14]2)[O:14]1.ClCCl.C([O-])(=O)C.[K+], predict the reaction product. The product is: [CH3:11][C:3]1[CH:4]=[C:5]([CH:9]=[CH:10][C:2]=1[B:15]1[O:16][C:17]([CH3:19])([CH3:18])[C:13]([CH3:29])([CH3:12])[O:14]1)[C:6]([OH:8])=[O:7]. (3) Given the reactants Cl[C:2]1C=C(C(OO)=O)C=CC=1.CS[C:14]1[CH:15]=[N:16][CH:17]=[C:18]([C:20]#[C:21][C:22]2[CH:27]=[CH:26][CH:25]=[CH:24][CH:23]=2)[CH:19]=1.[S:28]([O-:31])([O-:30])=S.[Na+].[Na+], predict the reaction product. The product is: [CH3:2][S:28]([C:14]1[CH:15]=[N:16][CH:17]=[C:18]([C:20]#[C:21][C:22]2[CH:27]=[CH:26][CH:25]=[CH:24][CH:23]=2)[CH:19]=1)(=[O:31])=[O:30]. (4) Given the reactants [OH:1][C@@H:2]([CH2:24][C@@H:25]([CH3:30])[CH2:26][CH2:27][CH2:28][CH3:29])/[CH:3]=[CH:4]/[C@H:5]1[CH2:9][CH2:8][C:7](=[O:10])[C@@H:6]1[CH2:11][CH2:12][S:13][C:14]1[S:15][CH:16]=[C:17]([C:19]([O:21]CC)=[O:20])[N:18]=1.P([O-])([O-])([O-])=O, predict the reaction product. The product is: [OH:1][C@@H:2]([CH2:24][C@@H:25]([CH3:30])[CH2:26][CH2:27][CH2:28][CH3:29])/[CH:3]=[CH:4]/[C@H:5]1[CH2:9][CH2:8][C:7](=[O:10])[C@@H:6]1[CH2:11][CH2:12][S:13][C:14]1[S:15][CH:16]=[C:17]([C:19]([OH:21])=[O:20])[N:18]=1. (5) Given the reactants [CH2:1]([O:8][C:9]([NH:11][C:12]1[CH:13]=[C:14]2[C:18](=[CH:19][CH:20]=1)[NH:17][N:16]=[CH:15]2)=[O:10])[C:2]1[CH:7]=[CH:6][CH:5]=[CH:4][CH:3]=1.[C:21](Cl)([C:34]1[CH:39]=[CH:38][CH:37]=[CH:36][CH:35]=1)([C:28]1[CH:33]=[CH:32][CH:31]=[CH:30][CH:29]=1)[C:22]1[CH:27]=[CH:26][CH:25]=[CH:24][CH:23]=1.C(N(CC)CC)C, predict the reaction product. The product is: [CH2:1]([O:8][C:9]([NH:11][C:12]1[CH:13]=[C:14]2[C:18](=[CH:19][CH:20]=1)[N:17]([C:21]([C:22]1[CH:27]=[CH:26][CH:25]=[CH:24][CH:23]=1)([C:34]1[CH:35]=[CH:36][CH:37]=[CH:38][CH:39]=1)[C:28]1[CH:29]=[CH:30][CH:31]=[CH:32][CH:33]=1)[N:16]=[CH:15]2)=[O:10])[C:2]1[CH:3]=[CH:4][CH:5]=[CH:6][CH:7]=1. (6) Given the reactants [N+](C(CCCCCC)C)([O-])=O.C1(C([N+]([O-])=O)C)C=CC=CC=1.[Br:23][C:24]1[CH:33]=[C:32]([N+:34]([O-])=O)[C:31]2[C:26](=[CH:27][CH:28]=[CH:29][CH:30]=2)[N:25]=1, predict the reaction product. The product is: [NH2:34][C:32]1[C:31]2[C:26](=[CH:27][CH:28]=[CH:29][CH:30]=2)[N:25]=[C:24]([Br:23])[CH:33]=1. (7) Given the reactants Br[C:2]1[CH:7]=[CH:6][C:5]([C:8]([C:24]2[CH:29]=[CH:28][C:27](Br)=[CH:26][CH:25]=2)=[CH:9][CH2:10][S:11][C:12]2[CH:22]=[CH:21][C:15]([O:16][CH2:17][C:18]([OH:20])=[O:19])=[C:14]([CH3:23])[CH:13]=2)=[CH:4][CH:3]=1.[F:31][C:32]([F:43])([F:42])[C:33]1[CH:34]=[C:35](B(O)O)[CH:36]=[CH:37][CH:38]=1.[F-:44].[K+].[Cl-].[NH4+], predict the reaction product. The product is: [F:31][C:32]([F:43])([F:42])[C:33]1[CH:34]=[C:35]([C:27]2[CH:26]=[CH:25][C:24]([C:8]([C:5]3[CH:6]=[CH:7][C:2]([C:37]4[CH:36]=[CH:35][CH:34]=[C:33]([C:32]([F:42])([F:31])[F:44])[CH:38]=4)=[CH:3][CH:4]=3)=[CH:9][CH2:10][S:11][C:12]3[CH:22]=[CH:21][C:15]([O:16][CH2:17][C:18]([OH:20])=[O:19])=[C:14]([CH3:23])[CH:13]=3)=[CH:29][CH:28]=2)[CH:36]=[CH:37][CH:38]=1.